Dataset: Peptide-MHC class I binding affinity with 185,985 pairs from IEDB/IMGT. Task: Regression. Given a peptide amino acid sequence and an MHC pseudo amino acid sequence, predict their binding affinity value. This is MHC class I binding data. The peptide sequence is VMKRNFIDF. The MHC is HLA-B58:01 with pseudo-sequence HLA-B58:01. The binding affinity (normalized) is 0.0847.